This data is from Full USPTO retrosynthesis dataset with 1.9M reactions from patents (1976-2016). The task is: Predict the reactants needed to synthesize the given product. (1) Given the product [ClH:23].[ClH:23].[O:1]([C:8]1[CH:9]=[CH:10][C:11]([NH:14][CH:15]2[CH:20]3[CH2:19][CH2:18][N:17]([CH2:22][CH2:21]3)[CH2:16]2)=[CH:12][CH:13]=1)[C:2]1[CH:3]=[CH:4][CH:5]=[CH:6][CH:7]=1, predict the reactants needed to synthesize it. The reactants are: [O:1]([C:8]1[CH:13]=[CH:12][C:11]([NH:14][CH:15]2[CH:20]3[CH2:21][CH2:22][N:17]([CH2:18][CH2:19]3)[CH2:16]2)=[CH:10][CH:9]=1)[C:2]1[CH:7]=[CH:6][CH:5]=[CH:4][CH:3]=1.[ClH:23].O1CCOCC1. (2) Given the product [CH2:18]([CH:9]1[C:8]2[C:13](=[CH:14][CH:15]=[C:6]([CH2:4][OH:3])[CH:7]=2)[NH:12][CH:11]=[C:10]1[C:16]#[N:17])[CH2:19][CH2:20][CH2:21][CH2:22][CH3:23], predict the reactants needed to synthesize it. The reactants are: C([O:3][C:4]([C:6]1[CH:7]=[C:8]2[C:13](=[CH:14][CH:15]=1)[N:12]=[CH:11][C:10]([C:16]#[N:17])=[C:9]2[CH2:18][CH2:19][CH2:20][CH2:21][CH2:22][CH3:23])=O)C.[BH4-].[Li+]. (3) Given the product [Cl:20][C:17]1[S:16][C:15]([C:13]([NH:12][CH:8]2[CH2:9][CH2:10][CH2:11][N:6]([CH2:5][C:4]([OH:21])=[O:3])[CH2:7]2)=[O:14])=[CH:19][CH:18]=1, predict the reactants needed to synthesize it. The reactants are: C([O:3][C:4](=[O:21])[CH2:5][N:6]1[CH2:11][CH2:10][CH2:9][CH:8]([NH:12][C:13]([C:15]2[S:16][C:17]([Cl:20])=[CH:18][CH:19]=2)=[O:14])[CH2:7]1)C.[OH-].[Na+].Cl.C1(C)C=CC=CC=1. (4) Given the product [F:27][C:28]([F:36])([F:37])[C:29]1[CH:34]=[CH:33][CH:32]=[CH:31][C:30]=1[NH:35][C:2]1[CH:3]=[C:4]([CH2:8][N:9]2[CH2:14][CH2:13][N:12]([C:15]3[C:20]([C:21]([O:23][CH:24]([CH3:26])[CH3:25])=[O:22])=[CH:19][CH:18]=[CH:17][N:16]=3)[CH2:11][CH2:10]2)[CH:5]=[CH:6][CH:7]=1, predict the reactants needed to synthesize it. The reactants are: Br[C:2]1[CH:3]=[C:4]([CH2:8][N:9]2[CH2:14][CH2:13][N:12]([C:15]3[C:20]([C:21]([O:23][CH:24]([CH3:26])[CH3:25])=[O:22])=[CH:19][CH:18]=[CH:17][N:16]=3)[CH2:11][CH2:10]2)[CH:5]=[CH:6][CH:7]=1.[F:27][C:28]([F:37])([F:36])[C:29]1[CH:34]=[CH:33][CH:32]=[CH:31][C:30]=1[NH2:35].CC(C1C=C(C(C)C)C(C2C=CC=CC=2P(C2CCCCC2)C2CCCCC2)=C(C(C)C)C=1)C.P([O-])([O-])([O-])=O.[K+].[K+].[K+]. (5) Given the product [CH3:25][O:1][C:2]1[C:8]2[CH:9]=[CH:10][CH:11]=[CH:12][C:7]=2[CH2:6][CH2:5][CH:4]([C:13]([O:15][C:16]([CH3:19])([CH3:18])[CH3:17])=[O:14])[N:3]=1, predict the reactants needed to synthesize it. The reactants are: [O:1]=[C:2]1[C:8]2[CH:9]=[CH:10][CH:11]=[CH:12][C:7]=2[CH2:6][CH2:5][CH:4]([C:13]([O:15][C:16]([CH3:19])([CH3:18])[CH3:17])=[O:14])[NH:3]1.F[B-](F)(F)F.[CH3:25][O+](C)C.